Task: Predict the product of the given reaction.. Dataset: Forward reaction prediction with 1.9M reactions from USPTO patents (1976-2016) (1) Given the reactants [CH3:1][C:2]([CH3:6])([CH3:5])[CH2:3][OH:4].[H-].[Na+].[Br:9][C:10]1[CH:11]=[CH:12][C:13](F)=[C:14]([CH:17]=1)[C:15]#[N:16], predict the reaction product. The product is: [Br:9][C:10]1[CH:11]=[CH:12][C:13]([O:4][CH2:3][C:2]([CH3:6])([CH3:5])[CH3:1])=[C:14]([CH:17]=1)[C:15]#[N:16]. (2) Given the reactants Cl[C:2]1[N:11]=[CH:10][C:9]2[N:8]([CH3:12])[C:7](=[O:13])[C@@H:6]([CH2:14][CH3:15])[N:5]([CH:16]3[CH2:19][CH:18]([F:20])[CH2:17]3)[C:4]=2[N:3]=1.[F:21][C:22]1[CH:23]=[C:24]([C:29]2[NH:30][CH:31]=[CH:32][N:33]=2)[CH:25]=[CH:26][C:27]=1[F:28], predict the reaction product. The product is: [F:21][C:22]1[CH:23]=[C:24]([C:29]2[N:33]([C:2]3[N:11]=[CH:10][C:9]4[N:8]([CH3:12])[C:7](=[O:13])[C@@H:6]([CH2:14][CH3:15])[N:5]([CH:16]5[CH2:19][CH:18]([F:20])[CH2:17]5)[C:4]=4[N:3]=3)[CH:32]=[CH:31][N:30]=2)[CH:25]=[CH:26][C:27]=1[F:28]. (3) Given the reactants [Cl:1][S:2]([OH:5])(=O)=[O:3].[F:6][C:7]1[CH:12]=[CH:11][C:10]([O:13][CH3:14])=[CH:9][CH:8]=1, predict the reaction product. The product is: [F:6][C:7]1[CH:8]=[CH:9][C:10]([O:13][CH3:14])=[C:11]([S:2]([Cl:1])(=[O:5])=[O:3])[CH:12]=1. (4) Given the reactants [H-].[Na+].[C:3]([O:11][CH2:12][CH3:13])(=[O:10])[CH2:4][C:5]([O:7][CH2:8][CH3:9])=[O:6].[Br:14][C:15]([F:23])([F:22])[C:16]([F:21])([F:20])[CH2:17][CH2:18]I.Cl, predict the reaction product. The product is: [CH2:12]([O:11][C:3](=[O:10])[CH:4]([CH2:18][CH2:17][C:16]([F:21])([F:20])[C:15]([Br:14])([F:23])[F:22])[C:5]([O:7][CH2:8][CH3:9])=[O:6])[CH3:13]. (5) The product is: [F:1][C:2]1[CH:7]=[CH:6][C:5]([CH:8]([C:12]2[CH:13]=[CH:14][C:15]([F:18])=[CH:16][CH:17]=2)[CH2:9][CH2:10][NH2:11])=[CH:4][CH:3]=1. Given the reactants [F:1][C:2]1[CH:7]=[CH:6][C:5]([CH:8]([C:12]2[CH:17]=[CH:16][C:15]([F:18])=[CH:14][CH:13]=2)[CH2:9][C:10]#[N:11])=[CH:4][CH:3]=1.[H-].[H-].[H-].[H-].[Li+].[Al+3].C(=O)(O)[O-].[Na+].S([O-])([O-])(=O)=O.[Mg+2], predict the reaction product. (6) Given the reactants [C:1]([C:4]1[CH:5]=[C:6]([Cl:19])[C:7]([CH:10](C(OC)=O)C(OC)=O)=[N:8][CH:9]=1)(=[O:3])[CH3:2].Br, predict the reaction product. The product is: [Cl:19][C:6]1[CH:5]=[C:4]([C:1](=[O:3])[CH3:2])[CH:9]=[N:8][C:7]=1[CH3:10]. (7) Given the reactants [Cl:1][C:2]1[C:7]([C:8]2[CH:9]=[C:10]([CH:14]([C:16]3[O:17][CH:18]=[CH:19][N:20]=3)[OH:15])[CH:11]=[CH:12][CH:13]=2)=[CH:6][N:5]=[C:4]2[N:21](COCC[Si](C)(C)C)[CH:22]=[C:23]([C:24]3[CH:29]=[CH:28][CH:27]=[CH:26][C:25]=3[F:30])[C:3]=12.C(O)(C(F)(F)F)=O, predict the reaction product. The product is: [Cl:1][C:2]1[C:7]([C:8]2[CH:9]=[C:10]([CH:14]([C:16]3[O:17][CH:18]=[CH:19][N:20]=3)[OH:15])[CH:11]=[CH:12][CH:13]=2)=[CH:6][N:5]=[C:4]2[NH:21][CH:22]=[C:23]([C:24]3[CH:29]=[CH:28][CH:27]=[CH:26][C:25]=3[F:30])[C:3]=12. (8) Given the reactants [OH:1][C@@H:2]1[CH2:6][C@H:5]([OH:7])[C@H:4]([CH2:8]/[CH:9]=[CH:10]\[CH2:11][CH2:12][CH2:13][C:14](O)=[O:15])[C@H:3]1[CH:17]=[CH:18][C@H:19]([OH:28])[CH2:20][CH2:21][C:22]1[CH:27]=[CH:26][CH:25]=[CH:24][CH:23]=1.C(N(CC)CC)C.C(Cl)(=O)C(C)(C)C.[CH2:43]([NH2:45])[CH3:44], predict the reaction product. The product is: [CH3:44][CH2:43][NH:45][C:14]([CH2:13][CH2:12][CH2:11]/[CH:10]=[CH:9]\[CH2:8][C@@H:4]1[C@@H:3](/[CH:17]=[CH:18]/[C@@H:19]([OH:28])[CH2:20][CH2:21][C:22]2[CH:27]=[CH:26][CH:25]=[CH:24][CH:23]=2)[C@H:2]([OH:1])[CH2:6][C@@H:5]1[OH:7])=[O:15]. (9) Given the reactants [NH2:1][C:2]1[C:7]([C:8]([OH:10])=[O:9])=[CH:6][N:5]=[C:4]([S:11][CH3:12])[N:3]=1.CO[C:15]1C=CC(CN)=C[CH:16]=1.ON1C2C=CC=CC=2N=N1, predict the reaction product. The product is: [NH2:1][C:2]1[C:7]([C:8]([O:10][CH2:15][CH3:16])=[O:9])=[CH:6][N:5]=[C:4]([S:11][CH3:12])[N:3]=1. (10) Given the reactants [Br:1][C:2]1[CH:3]=[CH:4][C:5]([F:10])=[C:6]([CH:9]=1)[CH:7]=[O:8].O.CC1C=CC=CC=1S(O)(=O)=O.[CH2:23](O)[CH2:24][OH:25].C1(C)C=CC=CC=1, predict the reaction product. The product is: [Br:1][C:2]1[CH:3]=[CH:4][C:5]([F:10])=[C:6]([CH:7]2[O:25][CH2:24][CH2:23][O:8]2)[CH:9]=1.